From a dataset of Forward reaction prediction with 1.9M reactions from USPTO patents (1976-2016). Predict the product of the given reaction. (1) Given the reactants [NH2:1][C:2]1[CH:7]=[C:6]([O:8][C:9]2[CH:14]=[CH:13][C:12]([NH:15][C:16]([C:18]3([C:21]([NH:23][C:24]4[CH:29]=[CH:28][C:27]([F:30])=[CH:26][CH:25]=4)=[O:22])[CH2:20][CH2:19]3)=[O:17])=[C:11]([F:31])[CH:10]=2)[CH:5]=[CH:4][N:3]=1.[CH2:32]([N:34]([CH2:37][CH3:38])[CH2:35][CH3:36])C.ClC([O:42][C:43]1C=CC=C[CH:44]=1)=O.[O:49]1CCCC1, predict the reaction product. The product is: [F:31][C:11]1[CH:10]=[C:9]([O:8][C:6]2[CH:5]=[CH:4][N:3]=[C:2]([NH:1][C:32]([N:34]3[CH2:37][CH2:38][CH:44]([CH2:43][OH:42])[CH2:36][CH2:35]3)=[O:49])[CH:7]=2)[CH:14]=[CH:13][C:12]=1[NH:15][C:16]([C:18]1([C:21]([NH:23][C:24]2[CH:25]=[CH:26][C:27]([F:30])=[CH:28][CH:29]=2)=[O:22])[CH2:20][CH2:19]1)=[O:17]. (2) Given the reactants C[Al](C)C.C1(C)C=CC=CC=1.Cl.[F:13][C:14]1([F:18])[CH2:17][NH:16][CH2:15]1.C([O:21][C:22](=O)[CH2:23][N:24]([CH2:32][C:33]1[CH:38]=[CH:37][CH:36]=[CH:35][C:34]=1[C:39]([F:42])([F:41])[F:40])C(OC(C)(C)C)=O)C.C([O-])(O)=O.[Na+], predict the reaction product. The product is: [F:13][C:14]1([F:18])[CH2:17][N:16]([C:22](=[O:21])[CH2:23][NH:24][CH2:32][C:33]2[CH:38]=[CH:37][CH:36]=[CH:35][C:34]=2[C:39]([F:41])([F:40])[F:42])[CH2:15]1. (3) The product is: [F:1][C:2]1[CH:3]=[N:4][C:5]([N:8]2[CH2:12][CH:11]([C:13]([OH:15])=[O:14])[N:10]([CH3:20])[C:9]2=[O:21])=[N:6][CH:7]=1. Given the reactants [F:1][C:2]1[CH:3]=[N:4][C:5]([N:8]2[CH2:12][CH:11]([C:13]([O:15]C(C)(C)C)=[O:14])[N:10]([CH3:20])[C:9]2=[O:21])=[N:6][CH:7]=1.FC(F)(F)C(O)=O, predict the reaction product. (4) Given the reactants [C:1]([O:5][C:6]([NH:8][CH2:9][C:10]1[CH:15]=[CH:14][C:13]([C:16]2[O:17][CH:18]=[C:19]([C:21]([OH:23])=O)[N:20]=2)=[CH:12][CH:11]=1)=[O:7])([CH3:4])([CH3:3])[CH3:2].C1CN([P+](ON2N=[N:48][C:43]3C=[CH:45][CH:46]=[CH:47][C:42]2=3)(N2CCCC2)N2CCCC2)CC1.F[P-](F)(F)(F)(F)F.CCN(C(C)C)C(C)C.N1CCCCC1, predict the reaction product. The product is: [C:1]([O:5][C:6](=[O:7])[NH:8][CH2:9][C:10]1[CH:11]=[CH:12][C:13]([C:16]2[O:17][CH:18]=[C:19]([C:21]([N:48]3[CH2:45][CH2:46][CH2:47][CH2:42][CH2:43]3)=[O:23])[N:20]=2)=[CH:14][CH:15]=1)([CH3:4])([CH3:2])[CH3:3]. (5) Given the reactants [NH2:1][OH:2].Cl.CCN(CC)CC.[Cl:11][C:12]1[C:13]2[N:14]([CH:22]=[C:23]([C:25]#[N:26])[N:24]=2)[CH:15]=[C:16]([C:18]([F:21])([F:20])[F:19])[CH:17]=1, predict the reaction product. The product is: [Cl:11][C:12]1[C:13]2[N:14]([CH:22]=[C:23]([C:25](=[N:1][OH:2])[NH2:26])[N:24]=2)[CH:15]=[C:16]([C:18]([F:20])([F:21])[F:19])[CH:17]=1.